This data is from Peptide-MHC class I binding affinity with 185,985 pairs from IEDB/IMGT. The task is: Regression. Given a peptide amino acid sequence and an MHC pseudo amino acid sequence, predict their binding affinity value. This is MHC class I binding data. (1) The peptide sequence is PIQKETWETW. The MHC is HLA-B15:01 with pseudo-sequence HLA-B15:01. The binding affinity (normalized) is 0.176. (2) The peptide sequence is VLAGLLGNV. The MHC is HLA-A02:02 with pseudo-sequence HLA-A02:02. The binding affinity (normalized) is 0.706. (3) The peptide sequence is IKYKGQNL. The MHC is H-2-Kb with pseudo-sequence H-2-Kb. The binding affinity (normalized) is 0.381.